The task is: Predict the reaction yield, written as a fraction of the theoretical maximum amount of product (1.0 means a 100% yield; for example, 0.34 means a 34% yield).. This data is from Reaction yield outcomes from USPTO patents with 853,638 reactions. (1) The reactants are C[Si](C)(C)[N-][Si](C)(C)C.[Li+].[Br:11][C:12]1[CH:13]=[C:14]([CH3:19])[C:15](Cl)=[N:16][CH:17]=1.[Cl:20][C:21]1[CH:28]=[CH:27][CH:26]=[C:25]([F:29])[C:22]=1[C:23]#[N:24]. The catalyst is C1COCC1. The product is [Br:11][C:12]1[CH:13]=[C:14]2[CH:19]=[C:23]([C:22]3[C:25]([F:29])=[CH:26][CH:27]=[CH:28][C:21]=3[Cl:20])[NH:24][C:15]2=[N:16][CH:17]=1. The yield is 0.480. (2) The reactants are [OH-].[Na+].[NH2:3][C:4]1[C:5]([O:19][CH3:20])=[C:6]([NH:14][S:15]([CH3:18])(=[O:17])=[O:16])[CH:7]=[C:8]([C:10]([CH3:13])([CH3:12])[CH3:11])[CH:9]=1.Cl[C:22]([O:24][CH2:25][C:26]([Cl:29])([Cl:28])[Cl:27])=[O:23]. No catalyst specified. The product is [Cl:27][C:26]([Cl:29])([Cl:28])[CH2:25][O:24][C:22](=[O:23])[NH:3][C:4]1[CH:9]=[C:8]([C:10]([CH3:12])([CH3:13])[CH3:11])[CH:7]=[C:6]([NH:14][S:15]([CH3:18])(=[O:17])=[O:16])[C:5]=1[O:19][CH3:20]. The yield is 0.750. (3) The reactants are [CH2:1]([C:4]1[C:9]([OH:10])=[CH:8][CH:7]=[CH:6][C:5]=1[OH:11])[CH2:2][CH3:3].[F:12][C:13]([F:23])([F:22])[C:14](=O)[CH2:15][C:16](OCC)=[O:17]. The catalyst is [Cl-].[Zn+2].[Cl-].O. The product is [OH:11][C:5]1[C:4]([CH2:1][CH2:2][CH3:3])=[C:9]2[C:8]([C:14]([C:13]([F:23])([F:22])[F:12])=[CH:15][C:16](=[O:17])[O:10]2)=[CH:7][CH:6]=1. The yield is 0.770. (4) The catalyst is C(O)C. The product is [CH2:18]([O:17][C:15](=[O:16])[C:14]([CH3:21])([S:7][CH:4]1[CH2:5][CH2:6][O:1][CH2:2][CH2:3]1)[CH3:20])[CH3:19]. The yield is 0.710. The reactants are [O:1]1[CH2:6][CH2:5][CH:4]([S:7]C(=O)C)[CH2:3][CH2:2]1.[OH-].[K+].Br[C:14]([CH3:21])([CH3:20])[C:15]([O:17][CH2:18][CH3:19])=[O:16]. (5) The reactants are [CH3:1][CH:2](O)[CH2:3][CH:4]=[CH2:5].[C:7]1(=[O:17])[NH:11][C:10](=[O:12])[C:9]2=[CH:13][CH:14]=[CH:15][CH:16]=[C:8]12.C1(P(C2C=CC=CC=2)C2C=CC=CC=2)C=CC=CC=1.N(C(OCC)=O)=NC(OCC)=O. The catalyst is C1COCC1.O. The product is [CH2:1]=[CH:2][CH2:3][CH:4]([N:11]1[C:7](=[O:17])[C:8]2=[CH:16][CH:15]=[CH:14][CH:13]=[C:9]2[C:10]1=[O:12])[CH3:5]. The yield is 0.702. (6) The reactants are [CH3:1][C:2]1[C:6]([N+:7]([O-:9])=[O:8])=[CH:5][NH:4][N:3]=1.CI.[C:12]([O-])([O-])=O.[K+].[K+]. The catalyst is CN(C=O)C. The product is [CH3:12][N:4]1[CH:5]=[C:6]([N+:7]([O-:9])=[O:8])[C:2]([CH3:1])=[N:3]1. The yield is 0.898.